This data is from Full USPTO retrosynthesis dataset with 1.9M reactions from patents (1976-2016). The task is: Predict the reactants needed to synthesize the given product. (1) Given the product [CH2:1]([O:3][C:4](=[O:38])[C:5]1[CH:6]=[CH:7][C:8]([N:11]2[CH:15]=[C:14]([C:16]3[CH:21]=[CH:20][C:19]([Cl:22])=[CH:18][C:17]=3[Cl:23])[N:13]=[C:12]2[CH2:24][C:25]2[CH:30]=[CH:29][C:28]([C:31]3[CH:32]=[CH:33][C:34]([O:37][C:46]4[CH:45]=[CH:44][C:43]([S:40]([CH3:39])(=[O:42])=[O:41])=[CH:48][CH:47]=4)=[CH:35][CH:36]=3)=[CH:27][CH:26]=2)=[CH:9][CH:10]=1)[CH3:2], predict the reactants needed to synthesize it. The reactants are: [CH2:1]([O:3][C:4](=[O:38])[C:5]1[CH:10]=[CH:9][C:8]([N:11]2[CH:15]=[C:14]([C:16]3[CH:21]=[CH:20][C:19]([Cl:22])=[CH:18][C:17]=3[Cl:23])[N:13]=[C:12]2[CH2:24][C:25]2[CH:30]=[CH:29][C:28]([C:31]3[CH:36]=[CH:35][C:34]([OH:37])=[CH:33][CH:32]=3)=[CH:27][CH:26]=2)=[CH:7][CH:6]=1)[CH3:2].[CH3:39][S:40]([C:43]1[CH:44]=[C:45](B(O)O)[CH:46]=[CH:47][CH:48]=1)(=[O:42])=[O:41]. (2) Given the product [Cl:1][C:2]1[CH:20]=[CH:19][CH:18]=[CH:17][C:3]=1[CH2:4][NH:5][C:6]1[N:7]=[CH:8][C:9]2[C:15]([Cl:25])=[N:14][CH:13]=[CH:12][C:10]=2[N:11]=1, predict the reactants needed to synthesize it. The reactants are: [Cl:1][C:2]1[CH:20]=[CH:19][CH:18]=[CH:17][C:3]=1[CH2:4][NH:5][C:6]1[N:7]=[CH:8][C:9]2[C:15](=O)[NH:14][CH:13]=[CH:12][C:10]=2[N:11]=1.[OH-].[Na+].O=P(Cl)(Cl)[Cl:25]. (3) Given the product [OH:21][C:18]([CH3:20])([CH3:19])[CH2:17][N:1]1[C:9]2[C:4](=[CH:5][CH:6]=[CH:7][CH:8]=2)[CH:3]=[C:2]1[C:10]([OH:12])=[O:11], predict the reactants needed to synthesize it. The reactants are: [NH:1]1[C:9]2[C:4](=[CH:5][CH:6]=[CH:7][CH:8]=2)[CH:3]=[C:2]1[C:10]([O:12]CC)=[O:11].[OH-].[K+].[CH3:17][C:18]1([O:21][CH2:20]1)[CH3:19].Cl. (4) Given the product [NH2:1][C:2]1[CH:29]=[CH:28][C:5]([C:6]([NH:8][C:9]2[CH:14]=[C:13]([C:15]3[S:16][CH:17]=[CH:18][CH:19]=3)[CH:12]=[CH:11][C:10]=2[N:20]([CH2:37][C:38]([NH:40][CH3:41])=[O:39])[C:21](=[O:27])[O:22][C:23]([CH3:26])([CH3:24])[CH3:25])=[O:7])=[CH:4][CH:3]=1, predict the reactants needed to synthesize it. The reactants are: [NH2:1][C:2]1[CH:29]=[CH:28][C:5]([C:6]([NH:8][C:9]2[CH:14]=[C:13]([C:15]3[S:16][CH:17]=[CH:18][CH:19]=3)[CH:12]=[CH:11][C:10]=2[NH:20][C:21](=[O:27])[O:22][C:23]([CH3:26])([CH3:25])[CH3:24])=[O:7])=[CH:4][CH:3]=1.C([O-])([O-])=O.[K+].[K+].Cl[CH2:37][C:38]([NH:40][CH3:41])=[O:39]. (5) Given the product [CH2:1]([O:3][C:4]([CH:6]1[CH:10]([C:11]2[CH:16]=[CH:15][C:14]([Cl:17])=[C:13]([Cl:18])[CH:12]=2)[CH2:9][NH:8][CH2:7]1)=[O:5])[CH3:2], predict the reactants needed to synthesize it. The reactants are: [CH2:1]([O:3][C:4]([CH:6]1[CH:10]([C:11]2[CH:16]=[CH:15][C:14]([Cl:17])=[C:13]([Cl:18])[CH:12]=2)[CH2:9][N:8](CC2C=CC=CC=2)[CH2:7]1)=[O:5])[CH3:2].ClC(OCC(Cl)(Cl)Cl)=O. (6) Given the product [C:10]([O:9][C:7]([N:5]1[CH:6]=[C:2]([C:28]2[CH:27]=[N:26][CH:31]=[CH:30][CH:29]=2)[CH:3]=[C:4]1[C:14]1[CH:19]=[C:18]([O:20][CH3:21])[C:17]([O:22][CH3:23])=[C:16]([O:24][CH3:25])[CH:15]=1)=[O:8])([CH3:13])([CH3:12])[CH3:11], predict the reactants needed to synthesize it. The reactants are: Br[C:2]1[CH:3]=[C:4]([C:14]2[CH:19]=[C:18]([O:20][CH3:21])[C:17]([O:22][CH3:23])=[C:16]([O:24][CH3:25])[CH:15]=2)[N:5]([C:7]([O:9][C:10]([CH3:13])([CH3:12])[CH3:11])=[O:8])[CH:6]=1.[N:26]1[CH:31]=[CH:30][CH:29]=[C:28](B(O)O)[CH:27]=1. (7) Given the product [CH:18]([NH:21][C:2]1[N:7]2[N:8]=[C:9]([NH:11][C:12]3[CH:17]=[CH:16][CH:15]=[CH:14][CH:13]=3)[N:10]=[C:6]2[CH:5]=[CH:4][CH:3]=1)([CH3:20])[CH3:19], predict the reactants needed to synthesize it. The reactants are: Br[C:2]1[N:7]2[N:8]=[C:9]([NH:11][C:12]3[CH:17]=[CH:16][CH:15]=[CH:14][CH:13]=3)[N:10]=[C:6]2[CH:5]=[CH:4][CH:3]=1.[CH:18]([NH2:21])([CH3:20])[CH3:19]. (8) Given the product [Cl:16][C:17]1[C:22]([F:23])=[CH:21][N:20]=[C:19]2[CH:24]=[N:25][N:26]([CH2:27][C@@H:28]([O:30][CH:32]3[CH2:33][CH2:34][CH2:35][CH2:36][O:31]3)[CH3:29])[C:18]=12.[Cl:1][C:2]1[C:3]2[C:4](=[CH:9][N:10]([CH2:12][C@@H:13]([O:15][CH:19]3[CH2:18][CH2:17][CH2:22][CH2:21][O:31]3)[CH3:14])[N:11]=2)[N:5]=[CH:6][C:7]=1[F:8], predict the reactants needed to synthesize it. The reactants are: [Cl:1][C:2]1[C:3]2[C:4](=[CH:9][N:10]([CH2:12][C@@H:13]([OH:15])[CH3:14])[N:11]=2)[N:5]=[CH:6][C:7]=1[F:8].[Cl:16][C:17]1[C:22]([F:23])=[CH:21][N:20]=[C:19]2[CH:24]=[N:25][N:26]([CH2:27][C@@H:28]([OH:30])[CH3:29])[C:18]=12.[O:31]1[CH:36]=[CH:35][CH2:34][CH2:33][CH2:32]1. (9) Given the product [C:22]([O:26][C:27]([N:29]1[CH2:33][CH2:32][C@H:31]([O:34][C:35]2[CH:36]=[C:37]3[C:42](=[CH:43][CH:44]=2)[N:41]=[CH:40][CH:39]=[C:38]3[C:6]2[CH:5]=[N:4][C:3]([O:11][CH3:12])=[C:2]([Cl:1])[CH:7]=2)[CH2:30]1)=[O:28])([CH3:25])([CH3:23])[CH3:24], predict the reactants needed to synthesize it. The reactants are: [Cl:1][C:2]1[C:3]([O:11][CH3:12])=[N:4][CH:5]=[C:6](B(O)O)[CH:7]=1.[O-]P([O-])([O-])=O.[K+].[K+].[K+].O.[C:22]([O:26][C:27]([N:29]1[CH2:33][CH2:32][C@H:31]([O:34][C:35]2[CH:36]=[C:37]3[C:42](=[CH:43][CH:44]=2)[N:41]=[CH:40][CH:39]=[C:38]3Br)[CH2:30]1)=[O:28])([CH3:25])([CH3:24])[CH3:23].